This data is from Full USPTO retrosynthesis dataset with 1.9M reactions from patents (1976-2016). The task is: Predict the reactants needed to synthesize the given product. (1) The reactants are: C([BH3-])#[N:2].[Na+].[CH3:5][C:6]([C:8]1[CH:13]=[CH:12][CH:11]=[C:10]([F:14])[CH:9]=1)=O.C([O-])(=O)C.[NH4+].Cl. Given the product [F:14][C:10]1[CH:9]=[C:8]([CH:6]([NH2:2])[CH3:5])[CH:13]=[CH:12][CH:11]=1, predict the reactants needed to synthesize it. (2) The reactants are: [CH3:1][C:2]([N:9]1[C:17]2[C:12](=[CH:13][CH:14]=[CH:15][CH:16]=2)[CH:11]=[C:10]1[CH3:18])([CH3:8])[C:3](OCC)=[O:4].[H-].[Al+3].[Li+].[H-].[H-].[H-]. Given the product [CH3:8][C:2]([N:9]1[C:17]2[C:12](=[CH:13][CH:14]=[CH:15][CH:16]=2)[CH:11]=[C:10]1[CH3:18])([CH3:1])[CH2:3][OH:4], predict the reactants needed to synthesize it. (3) Given the product [F:1][C:2]1[CH:7]=[CH:6][C:5]([O:8][CH3:9])=[CH:4][C:3]=1[C:10]1[CH:15]=[CH:14][C:13]([CH2:16][OH:17])=[CH:12][C:11]=1[O:20][CH:21]1[CH2:26][CH2:25][CH2:24][CH2:23][O:22]1, predict the reactants needed to synthesize it. The reactants are: [F:1][C:2]1[CH:7]=[CH:6][C:5]([O:8][CH3:9])=[CH:4][C:3]=1[C:10]1[CH:15]=[CH:14][C:13]([C:16](OC)=[O:17])=[CH:12][C:11]=1[O:20][CH:21]1[CH2:26][CH2:25][CH2:24][CH2:23][O:22]1.[H-].[H-].[H-].[H-].[Li+].[Al+3]. (4) The reactants are: [CH2:1]([O:8][C:9]1[CH:14]=[C:13]([O:15]COC)[C:12]([CH:19]([CH3:21])[CH3:20])=[CH:11][C:10]=1[C:22]1[N:23]([C:28]2[CH:29]=[N:30][C:31]([N:34]3[CH2:39][CH2:38][O:37][CH2:36][CH2:35]3)=[CH:32][CH:33]=2)[C:24]([OH:27])=[N:25][N:26]=1)[C:2]1[CH:7]=[CH:6][CH:5]=[CH:4][CH:3]=1.[ClH:40]. Given the product [ClH:40].[CH2:1]([O:8][C:9]1[CH:14]=[C:13]([OH:15])[C:12]([CH:19]([CH3:21])[CH3:20])=[CH:11][C:10]=1[C:22]1[N:23]([C:28]2[CH:29]=[N:30][C:31]([N:34]3[CH2:39][CH2:38][O:37][CH2:36][CH2:35]3)=[CH:32][CH:33]=2)[C:24]([OH:27])=[N:25][N:26]=1)[C:2]1[CH:7]=[CH:6][CH:5]=[CH:4][CH:3]=1, predict the reactants needed to synthesize it. (5) Given the product [OH:31][C:16]1[C:17]([CH3:30])=[CH:18][C:19]([C:2]2[N:7]=[N:6][C:5]([O:8][CH3:9])=[C:4]([C:10](=[O:13])[CH2:11][CH3:12])[CH:3]=2)=[CH:20][C:15]=1[CH3:14], predict the reactants needed to synthesize it. The reactants are: Cl[C:2]1[N:7]=[N:6][C:5]([O:8][CH3:9])=[C:4]([C:10](=[O:13])[CH2:11][CH3:12])[CH:3]=1.[CH3:14][C:15]1[CH:20]=[C:19](B2OC(C)(C)C(C)(C)O2)[CH:18]=[C:17]([CH3:30])[C:16]=1[OH:31].C(=O)([O-])[O-].[Na+].[Na+].C(OCC)(=O)C. (6) Given the product [CH2:1]([NH:8][C:9]1[N:17]=[C:16]([O:18][CH2:19][CH2:20][CH2:21][CH3:22])[N:15]=[C:14]2[C:10]=1[N:11]=[C:12]([O:30][CH3:33])[N:13]2[CH:23]1[CH2:28][CH2:27][CH2:26][CH2:25][O:24]1)[C:2]1[CH:7]=[CH:6][CH:5]=[CH:4][CH:3]=1, predict the reactants needed to synthesize it. The reactants are: [CH2:1]([NH:8][C:9]1[N:17]=[C:16]([O:18][CH2:19][CH2:20][CH2:21][CH3:22])[N:15]=[C:14]2[C:10]=1[N:11]=[C:12](Br)[N:13]2[CH:23]1[CH2:28][CH2:27][CH2:26][CH2:25][O:24]1)[C:2]1[CH:7]=[CH:6][CH:5]=[CH:4][CH:3]=1.[OH-:30].[Na+].O.[CH3:33]O. (7) Given the product [NH2:8][C:6]([C:5]1[CH:9]=[CH:10][C:2]([O:1][CH:12]2[CH2:17][CH2:16][N:15]([C:18]([O:20][C:21]([CH3:24])([CH3:23])[CH3:22])=[O:19])[CH2:14][CH2:13]2)=[CH:3][CH:4]=1)=[O:7], predict the reactants needed to synthesize it. The reactants are: [OH:1][C:2]1[CH:10]=[CH:9][C:5]([C:6]([NH2:8])=[O:7])=[CH:4][CH:3]=1.O[CH:12]1[CH2:17][CH2:16][N:15]([C:18]([O:20][C:21]([CH3:24])([CH3:23])[CH3:22])=[O:19])[CH2:14][CH2:13]1.C1(P(C2C=CC=CC=2)C2C=CC=CC=2)C=CC=CC=1.N(C(OCC)=O)=NC([O-])=O.